From a dataset of CYP2D6 inhibition data for predicting drug metabolism from PubChem BioAssay. Regression/Classification. Given a drug SMILES string, predict its absorption, distribution, metabolism, or excretion properties. Task type varies by dataset: regression for continuous measurements (e.g., permeability, clearance, half-life) or binary classification for categorical outcomes (e.g., BBB penetration, CYP inhibition). Dataset: cyp2d6_veith. (1) The molecule is CCNc1ncc2nc(CCc3ccccc3)c(=O)n(-c3ccc(OC)cc3)c2n1. The result is 1 (inhibitor). (2) The molecule is CCCCCCCCCCn1cc(C(C)=O)c(=O)[nH]c1=O. The result is 0 (non-inhibitor). (3) The molecule is CN(C)CCCNc1cc(O)c2c(c1O)C(=O)c1ccccc1C2=O. The result is 0 (non-inhibitor). (4) The drug is CCCCn1ccnc1C(=O)c1ccc(S(=O)(=O)N(CCOC)CCOC)cc1. The result is 0 (non-inhibitor). (5) The molecule is NC(=O)C1(NC(=O)[C@@H]2CC3(CC(c4cccc(NC(=O)c5cc([N+](=O)[O-])cc([N+](=O)[O-])c5)c4)=NO3)CN2C(=O)c2ccccc2)CC1. The result is 1 (inhibitor). (6) The result is 0 (non-inhibitor). The molecule is CCC(CC)C(=O)Nc1cccc(/C(C)=N\NC(=O)c2ccc(C)s2)c1.